The task is: Predict the reaction yield, written as a fraction of the theoretical maximum amount of product (1.0 means a 100% yield; for example, 0.34 means a 34% yield).. This data is from Reaction yield outcomes from USPTO patents with 853,638 reactions. (1) The reactants are [C:1]1([CH2:7][CH2:8][CH2:9][CH2:10][CH2:11][CH2:12][C:13]([OH:15])=O)[CH:6]=[CH:5][CH:4]=[CH:3][CH:2]=1.F[P-](F)(F)(F)(F)F.N1(O[P+](N(C)C)(N(C)C)N(C)C)C2C=CC=CC=2N=N1.CCN(C(C)C)C(C)C.FC(F)(F)C(O)=O.[CH3:59][O:60][C:61](=[O:83])[CH:62]=[CH:63][CH:64]([NH2:82])[CH2:65][C:66]1[C:74]2[C:69](=[CH:70][CH:71]=[CH:72][CH:73]=2)[N:68]([CH2:75][C:76]2[CH:81]=[CH:80][CH:79]=[CH:78][CH:77]=2)[CH:67]=1. The catalyst is C1COCC1. The product is [CH3:59][O:60][C:61](=[O:83])[CH:62]=[CH:63][C@H:64]([NH:82][C:13](=[O:15])[CH2:12][CH2:11][CH2:10][CH2:9][CH2:8][CH2:7][C:1]1[CH:2]=[CH:3][CH:4]=[CH:5][CH:6]=1)[CH2:65][C:66]1[C:74]2[C:69](=[CH:70][CH:71]=[CH:72][CH:73]=2)[N:68]([CH2:75][C:76]2[CH:77]=[CH:78][CH:79]=[CH:80][CH:81]=2)[CH:67]=1. The yield is 0.850. (2) The reactants are [Cl:1][C:2]1[CH:12]=[CH:11][CH:10]=[CH:9][C:3]=1[C@@H:4]([OH:8])[C:5]([OH:7])=[O:6].P(=O)(Cl)(Cl)Cl.[CH3:18]O. No catalyst specified. The product is [Cl:1][C:2]1[CH:12]=[CH:11][CH:10]=[CH:9][C:3]=1[C@@H:4]([OH:8])[C:5]([O:7][CH3:18])=[O:6]. The yield is 0.950.